This data is from Forward reaction prediction with 1.9M reactions from USPTO patents (1976-2016). The task is: Predict the product of the given reaction. Given the reactants Br[C:2]1[C:11]2[C:6](=[CH:7][C:8]([C:12]#[N:13])=[CH:9][CH:10]=2)[CH:5]=[CH:4][C:3]=1[N:14]([CH2:22][CH:23]=[CH:24][Cl:25])[C:15](=[O:21])[O:16][C:17]([CH3:20])([CH3:19])[CH3:18].CCCC[SnH](CCCC)CCCC.CC(N=NC(C#N)(C)C)(C#N)C, predict the reaction product. The product is: [Cl:25][CH2:24][CH:23]1[C:2]2[C:11]3[CH:10]=[CH:9][C:8]([C:12]#[N:13])=[CH:7][C:6]=3[CH:5]=[CH:4][C:3]=2[N:14]([C:15]([O:16][C:17]([CH3:20])([CH3:19])[CH3:18])=[O:21])[CH2:22]1.